From a dataset of Full USPTO retrosynthesis dataset with 1.9M reactions from patents (1976-2016). Predict the reactants needed to synthesize the given product. (1) Given the product [N:36]1([C:29]([OH:31])=[O:30])[CH2:43][CH2:42][CH2:41][CH:37]1[C:38]([OH:40])=[O:39], predict the reactants needed to synthesize it. The reactants are: C(OC(N1C(C(O)C(O)C)CNC2NC(N=CN(C)C)=NC(=O)C1=2)=O)(C)(C)C.[C:29]([N:36]1[CH2:43][CH2:42][CH2:41][C@H:37]1[C:38]([OH:40])=[O:39])([O:31]C(C)(C)C)=[O:30]. (2) Given the product [CH3:1][N:2]1[C:3]2=[N:4][CH:5]=[C:6]([C:10]([F:13])([F:11])[F:12])[CH:7]=[C:8]2[N:9]=[C:17]1[C:16]1[CH:20]=[CH:21][N:22]=[CH:23][C:15]=1[CH3:14], predict the reactants needed to synthesize it. The reactants are: [CH3:1][NH:2][C:3]1[C:8]([NH2:9])=[CH:7][C:6]([C:10]([F:13])([F:12])[F:11])=[CH:5][N:4]=1.[CH3:14][C:15]1[CH:23]=[N:22][CH:21]=[CH:20][C:16]=1[C:17](O)=O.CCN=C=NCCCN(C)C.N1C=CC=CC=1. (3) Given the product [N:21]1([C:9]([CH:11]2[CH2:12][NH:13][C:14](=[O:16])[CH2:15]2)=[O:10])[CH2:26][CH2:25][NH:24][CH2:23][CH2:22]1, predict the reactants needed to synthesize it. The reactants are: FC1C(O[C:9]([CH:11]2[CH2:15][C:14](=[O:16])[NH:13][CH2:12]2)=[O:10])=C(F)C(F)=C(F)C=1F.[NH:21]1[CH2:26][CH2:25][NH:24][CH2:23][CH2:22]1.C(Cl)Cl. (4) Given the product [CH:13]1[C:12]2[CH2:11][CH2:10][CH2:9][CH2:8][C:7]=2[CH:6]=[CH:5][C:4]=1[NH:1][C:16](=[O:17])[CH3:15], predict the reactants needed to synthesize it. The reactants are: [N+:1]([C:4]1[CH:13]=[C:12]2[C:7]([CH2:8][CH2:9][CH2:10][C:11]2=O)=[CH:6][CH:5]=1)([O-])=O.[CH3:15][CH2:16][O:17]C(C)=O.CCO. (5) Given the product [N:1]1[C:9]2[C:4](=[N:5][CH:6]=[CH:7][CH:8]=2)[N:3]([CH2:10][C:11]2[CH:22]=[CH:21][C:14]3[N:15]=[C:16]([NH:32][C@@H:33]4[CH2:38][CH2:37][CH2:36][CH2:35][C@H:34]4[OH:39])[S:17][C:13]=3[CH:12]=2)[CH:2]=1, predict the reactants needed to synthesize it. The reactants are: [N:1]1[C:9]2[C:4](=[N:5][CH:6]=[CH:7][CH:8]=2)[N:3]([CH2:10][C:11]2[CH:22]=[CH:21][C:14]3[N:15]=[C:16](S(C)=O)[S:17][C:13]=3[CH:12]=2)[CH:2]=1.CCN(C(C)C)C(C)C.[NH2:32][C@@H:33]1[CH2:38][CH2:37][CH2:36][CH2:35][C@H:34]1[OH:39]. (6) Given the product [CH3:1][O:2][C:3]12[CH2:4][CH2:5][C:6](/[CH:11]=[CH:20]/[C:21]([O:23][CH3:24])=[O:22])([CH2:7][CH2:8]1)[CH2:9][CH2:10]2, predict the reactants needed to synthesize it. The reactants are: [CH3:1][O:2][C:3]12[CH2:10][CH2:9][C:6]([CH:11]=O)([CH2:7][CH2:8]1)[CH2:5][CH2:4]2.C1(P(C2C=CC=CC=2)(C2C=CC=CC=2)=[CH:20][C:21]([O:23][CH3:24])=[O:22])C=CC=CC=1.